From a dataset of Catalyst prediction with 721,799 reactions and 888 catalyst types from USPTO. Predict which catalyst facilitates the given reaction. (1) Reactant: [CH2:1]([O:3][C:4](=N)[CH2:5][CH2:6][CH2:7][O:8][C@H:9]1[CH2:14][CH2:13][C@H:12]([N:15]([CH3:29])[S:16]([C:19]2[CH:24]=[CH:23][C:22]([C:25]([F:28])([F:27])[F:26])=[CH:21][CH:20]=2)(=[O:18])=[O:17])[CH2:11][CH2:10]1)[CH3:2].CC[O:33]C(C)=O. Product: [CH2:1]([O:3][C:4](=[O:33])[CH2:5][CH2:6][CH2:7][O:8][C@H:9]1[CH2:14][CH2:13][C@H:12]([N:15]([CH3:29])[S:16]([C:19]2[CH:24]=[CH:23][C:22]([C:25]([F:28])([F:27])[F:26])=[CH:21][CH:20]=2)(=[O:18])=[O:17])[CH2:11][CH2:10]1)[CH3:2]. The catalyst class is: 6. (2) Reactant: [F:1][C:2]([F:11])([F:10])[C:3]1[CH:8]=[CH:7][C:6]([SH:9])=[CH:5][CH:4]=1.[Cl:12][C:13]1[CH:18]=[C:17]([N+:19]([O-:21])=[O:20])[CH:16]=[C:15]([Cl:22])[C:14]=1F.C(=O)([O-])[O-].[K+].[K+]. Product: [Cl:12][C:13]1[CH:18]=[C:17]([N+:19]([O-:21])=[O:20])[CH:16]=[C:15]([Cl:22])[C:14]=1[S:9][C:6]1[CH:5]=[CH:4][C:3]([C:2]([F:1])([F:10])[F:11])=[CH:8][CH:7]=1. The catalyst class is: 9. (3) Reactant: [Cl:1][C:2]1[CH:7]=[C:6]([Cl:8])[CH:5]=[CH:4][C:3]=1[CH3:9].[Br-:10].[Na+].O. Product: [Cl:1][C:2]1[CH:7]=[C:6]([Cl:8])[CH:5]=[CH:4][C:3]=1[CH2:9][Br:10]. The catalyst class is: 15. (4) Reactant: Br[C:2]1[C:3](=[O:20])[N:4]([C:9]2[CH:10]=[C:11]([CH:16]=[CH:17][C:18]=2[CH3:19])[C:12]([O:14]C)=O)[CH:5]=[C:6](Br)[N:7]=1.[C:21]1([OH:27])[CH:26]=[CH:25][CH:24]=[CH:23][CH:22]=1.C([N:31](CC)[CH:32]([CH3:34])[CH3:33])(C)C.C1CC=CCC=1. Product: [CH:32]1([NH:31][C:12](=[O:14])[C:11]2[CH:16]=[CH:17][C:18]([CH3:19])=[C:9]([N:4]3[CH:5]=[CH:6][N:7]=[C:2]([O:27][C:21]4[CH:26]=[CH:25][CH:24]=[CH:23][CH:22]=4)[C:3]3=[O:20])[CH:10]=2)[CH2:34][CH2:33]1. The catalyst class is: 304.